Task: Predict which catalyst facilitates the given reaction.. Dataset: Catalyst prediction with 721,799 reactions and 888 catalyst types from USPTO (1) Reactant: C1(N[N:8]=[C:9]2[C:15]3[CH:16]=[CH:17][CH:18]=[CH:19][C:14]=3[CH2:13][CH2:12][CH2:11][CH2:10]2)C=CC=CC=1.[OH-].[Na+]. Product: [CH:16]1[C:15]2[C:9]3[NH:8][C:14]4[C:19]([C:10]=3[CH2:11][CH2:12][CH2:13][C:14]=2[CH:19]=[CH:18][CH:17]=1)=[CH:18][CH:17]=[CH:16][CH:15]=4. The catalyst class is: 361. (2) Reactant: O[C:2]1[CH:10]=[C:9]2[C:5]([CH2:6][O:7][C:8]2=[O:11])=[CH:4][CH:3]=1.C([O-])([O-])=O.[K+].[K+].[CH2:18]([O:20]S(OCC)(=O)=O)[CH3:19]. Product: [O:20]([C:4]1[CH:3]=[CH:2][CH:10]=[C:9]2[C:5]=1[CH2:6][O:7][C:8]2=[O:11])[CH2:18][CH3:19]. The catalyst class is: 21. (3) Reactant: [Cl:1][C:2]1[CH:3]=[C:4]([CH:15]=[CH:16][CH:17]=1)[CH2:5][O:6][C:7]1[CH:12]=[CH:11][C:10]([F:13])=[CH:9][C:8]=1[OH:14].[H-].[Na+].[C:20]([O:24][C:25]([N:27]1[CH2:31][CH2:30][CH:29](OC2C=CC(Cl)=CC=2C=O)C1)=[O:26])([CH3:23])([CH3:22])[CH3:21].CCOC(C)=O. Product: [C:20]([O:24][C:25]([N:27]1[CH2:31][CH:30]([O:14][C:8]2[CH:9]=[C:10]([F:13])[CH:11]=[CH:12][C:7]=2[O:6][CH2:5][C:4]2[CH:15]=[CH:16][CH:17]=[C:2]([Cl:1])[CH:3]=2)[CH2:29]1)=[O:26])([CH3:21])([CH3:22])[CH3:23]. The catalyst class is: 18. (4) Reactant: Cl.[NH2:2][CH2:3][C:4]1[CH:12]=[CH:11][CH:10]=[C:9]2[C:5]=1[C:6](=[O:22])[N:7]([CH:14]1[CH2:19][CH2:18][C:17](=[O:20])[NH:16][C:15]1=[O:21])[C:8]2=[O:13].N12CCCN=C1CCCCC2.ON1C2C=CC=CC=2N=N1.[CH3:44][N:45]1[C:53]2[C:48](=[CH:49][CH:50]=[CH:51][CH:52]=2)[C:47]([CH2:54][C:55](O)=[O:56])=[CH:46]1.Cl.CN(C)CCCN=C=NCC. Product: [O:21]=[C:15]1[CH:14]([N:7]2[C:6](=[O:22])[C:5]3[C:9](=[CH:10][CH:11]=[CH:12][C:4]=3[CH2:3][NH:2][C:55](=[O:56])[CH2:54][C:47]3[C:48]4[C:53](=[CH:52][CH:51]=[CH:50][CH:49]=4)[N:45]([CH3:44])[CH:46]=3)[C:8]2=[O:13])[CH2:19][CH2:18][C:17](=[O:20])[NH:16]1. The catalyst class is: 10.